This data is from Catalyst prediction with 721,799 reactions and 888 catalyst types from USPTO. The task is: Predict which catalyst facilitates the given reaction. (1) Reactant: Br[CH2:2][C:3]([C:5]1[C:10]([CH3:11])=[CH:9][C:8]([O:12][C:13]2[CH:18]=[CH:17][C:16]([CH2:19][CH3:20])=[CH:15][CH:14]=2)=[CH:7][C:6]=1[CH3:21])=O.[NH2:22][C:23]([NH2:25])=[S:24]. Product: [CH2:19]([C:16]1[CH:17]=[CH:18][C:13]([O:12][C:8]2[CH:9]=[C:10]([CH3:11])[C:5]([C:3]3[N:22]=[C:23]([NH2:25])[S:24][CH:2]=3)=[C:6]([CH3:21])[CH:7]=2)=[CH:14][CH:15]=1)[CH3:20]. The catalyst class is: 14. (2) Product: [F:1][C:2]1([F:11])[CH2:7][CH2:6][CH:5]([C:8](=[S:21])[NH2:10])[CH2:4][CH2:3]1. Reactant: [F:1][C:2]1([F:11])[CH2:7][CH2:6][CH:5]([C:8]([NH2:10])=O)[CH2:4][CH2:3]1.COC1C=CC(P2(SP(C3C=CC(OC)=CC=3)(=S)S2)=[S:21])=CC=1. The catalyst class is: 1. (3) Reactant: [C:1]([C:5]1[CH:10]=[CH:9][C:8]([C:11]2[S:12][CH:13]=[C:14]([CH:20]=[O:21])[C:15]=2[O:16][CH2:17][O:18][CH3:19])=[CH:7][CH:6]=1)([CH3:4])([CH3:3])[CH3:2].COC.[CH:25]([Mg]Br)([CH3:27])[CH3:26].[Cl-].[NH4+]. Product: [C:1]([C:5]1[CH:10]=[CH:9][C:8]([C:11]2[S:12][CH:13]=[C:14]([CH:20]([OH:21])[CH:25]([CH3:27])[CH3:26])[C:15]=2[O:16][CH2:17][O:18][CH3:19])=[CH:7][CH:6]=1)([CH3:4])([CH3:2])[CH3:3]. The catalyst class is: 1. (4) Reactant: CC1(C)[O:7][CH2:6][C:5]([NH:11]C(=O)OC(C)(C)C)([CH2:8][S:9][CH3:10])[CH2:4][O:3]1.[ClH:20]. Product: [ClH:20].[NH2:11][C:5]([CH2:8][S:9][CH3:10])([CH2:6][OH:7])[CH2:4][OH:3]. The catalyst class is: 5. (5) Reactant: [H-].[Na+].C(OC([N:10]1[CH2:15][CH2:14][CH:13]([CH2:16][CH2:17][OH:18])[CH2:12][CH2:11]1)=O)(C)(C)C.Br[CH2:20][C:21]1[CH:26]=[CH:25][C:24]([O:27][CH3:28])=[CH:23][CH:22]=1. Product: [CH3:28][O:27][C:24]1[CH:25]=[CH:26][C:21]([CH2:20][O:18][CH2:17][CH2:16][CH:13]2[CH2:12][CH2:11][NH:10][CH2:15][CH2:14]2)=[CH:22][CH:23]=1. The catalyst class is: 1. (6) Reactant: [CH:1]1([C:4]2[NH:8][C:7]3[C:9]([O:14][CH3:15])=[CH:10][CH:11]=[C:12]([NH2:13])[C:6]=3[N:5]=2)[CH2:3][CH2:2]1.C(N(CC)CC)C.[CH3:23][O:24][C:25]1[CH:30]=[CH:29][C:28]([NH:31][C:32](Cl)=[O:33])=[CH:27][CH:26]=1. Product: [CH:1]1([C:4]2[NH:8][C:7]3[C:9]([O:14][CH3:15])=[CH:10][CH:11]=[C:12]([NH:13][C:32]([NH:31][C:28]4[CH:29]=[CH:30][C:25]([O:24][CH3:23])=[CH:26][CH:27]=4)=[O:33])[C:6]=3[N:5]=2)[CH2:3][CH2:2]1. The catalyst class is: 49. (7) Reactant: [NH2:1][C:2]1[CH:11]=[CH:10][C:9](Br)=[CH:8][C:3]=1[C:4]([O:6][CH3:7])=[O:5].[C:13]1(B(O)O)[CH:18]=[CH:17][CH:16]=[CH:15][CH:14]=1.P([O-])([O-])([O-])=O.[K+].[K+].[K+].[Cl-].[NH4+]. Product: [NH2:1][C:2]1[CH:11]=[CH:10][C:9]([C:13]2[CH:18]=[CH:17][CH:16]=[CH:15][CH:14]=2)=[CH:8][C:3]=1[C:4]([O:6][CH3:7])=[O:5]. The catalyst class is: 77. (8) Reactant: [NH2:1][C:2]1[C:7]([Br:8])=[N:6][C:5]([Br:9])=[CH:4][N:3]=1.C(=O)([O-])[O-].[Cs+].[Cs+].Cl[CH2:17][C:18]([O:20][CH2:21][CH3:22])=[O:19]. Product: [Br:8][C:7]1[C:2]([NH:1][CH2:17][C:18]([O:20][CH2:21][CH3:22])=[O:19])=[N:3][CH:4]=[C:5]([Br:9])[N:6]=1. The catalyst class is: 9.